This data is from Forward reaction prediction with 1.9M reactions from USPTO patents (1976-2016). The task is: Predict the product of the given reaction. Given the reactants Br[C:2]1[CH:10]=[CH:9][C:5]([C:6]([OH:8])=O)=[C:4]([F:11])[CH:3]=1.[CH2:12]([S:14]([C:17]1[CH:22]=[CH:21][C:20](B(O)O)=[CH:19][CH:18]=1)(=[O:16])=[O:15])[CH3:13].[CH3:26][C@@H:27]1[CH2:31][CH2:30][CH2:29][N:28]1[CH2:32][C@@H:33]1[CH2:37][CH2:36][CH2:35][NH:34]1, predict the reaction product. The product is: [CH2:12]([S:14]([C:17]1[CH:22]=[CH:21][C:20]([C:2]2[CH:10]=[CH:9][C:5]([C:6]([N:34]3[CH2:35][CH2:36][CH2:37][C@H:33]3[CH2:32][N:28]3[CH2:29][CH2:30][CH2:31][C@H:27]3[CH3:26])=[O:8])=[C:4]([F:11])[CH:3]=2)=[CH:19][CH:18]=1)(=[O:16])=[O:15])[CH3:13].